Dataset: Forward reaction prediction with 1.9M reactions from USPTO patents (1976-2016). Task: Predict the product of the given reaction. (1) Given the reactants Br[C:2]1[C:3]([CH3:22])=[C:4]([CH3:21])[C:5]2[O:9][C:8]([CH3:11])([CH3:10])[CH:7]([C:12]3[CH:17]=[CH:16][C:15]([CH3:18])=[CH:14][CH:13]=3)[C:6]=2[C:19]=1[CH3:20].[C:23]1([C@@H:29]([NH2:31])[CH3:30])[CH:28]=[CH:27][CH:26]=[CH:25][CH:24]=1.CC(C)([O-])C.[Na+].Cl, predict the reaction product. The product is: [C:23]1([C@@H:29]([NH:31][C:2]2[C:3]([CH3:22])=[C:4]([CH3:21])[C:5]3[O:9][C:8]([CH3:11])([CH3:10])[CH:7]([C:12]4[CH:17]=[CH:16][C:15]([CH3:18])=[CH:14][CH:13]=4)[C:6]=3[C:19]=2[CH3:20])[CH3:30])[CH:28]=[CH:27][CH:26]=[CH:25][CH:24]=1. (2) Given the reactants [NH2:1][C:2]1[N:7]=[CH:6][C:5]([C:8]2[C:13]([F:14])=[CH:12][C:11]([C:15]3[CH:20]=[CH:19][CH:18]=[CH:17][C:16]=3[S:21]CCC(OCC)=O)=[CH:10][CH:9]=2)=[CH:4][N:3]=1.CC([O-])(C)C.[K+].CO, predict the reaction product. The product is: [NH2:1][C:2]1[N:3]=[CH:4][C:5]([C:8]2[C:13]([F:14])=[CH:12][C:11]([C:15]3[C:16]([SH:21])=[CH:17][CH:18]=[CH:19][CH:20]=3)=[CH:10][CH:9]=2)=[CH:6][N:7]=1. (3) Given the reactants [CH2:1]([O:3][CH:4]([O:29][CH2:30][CH3:31])[CH2:5][N:6]1[CH:10]=[C:9]([C:11]2[S:19][C:18]3[C:13](=[N:14][CH:15]=[CH:16][C:17]=3[O:20][C:21]3[CH:27]=[CH:26][C:24]([NH2:25])=[CH:23][C:22]=3[F:28])[CH:12]=2)[N:8]=[CH:7]1)[CH3:2].[N:32]1[CH:37]=[CH:36][CH:35]=C[CH:33]=1.ClC(OC1C=CC=CC=1)=[O:40].C1(N)CC1, predict the reaction product. The product is: [CH:37]1([NH:32][C:33]([NH:25][C:24]2[CH:26]=[CH:27][C:21]([O:20][C:17]3[CH:16]=[CH:15][N:14]=[C:13]4[CH:12]=[C:11]([C:9]5[N:8]=[CH:7][N:6]([CH2:5][CH:4]([O:3][CH2:1][CH3:2])[O:29][CH2:30][CH3:31])[CH:10]=5)[S:19][C:18]=34)=[C:22]([F:28])[CH:23]=2)=[O:40])[CH2:35][CH2:36]1. (4) Given the reactants [CH3:1][C:2]1[CH:7]=[CH:6][CH:5]=[C:4]([CH3:8])[N+:3]=1[O-].[ClH:10], predict the reaction product. The product is: [Cl:10][C:6]1[CH:7]=[C:2]([CH3:1])[N:3]=[C:4]([CH3:8])[CH:5]=1. (5) Given the reactants OC1C=CC=CN=1.[C:8]([O:12][C:13](=[O:42])[NH:14][C@H:15]([C@@H:33]1[CH2:37][C@@H:36]([CH2:38][CH2:39][CH3:40])[C:35](=[O:41])[O:34]1)[CH2:16][N:17]1[CH2:22][C:21](=[O:23])[N:20]([C:24]2[CH:29]=[CH:28][CH:27]=[CH:26][C:25]=2[Cl:30])[CH2:19][C:18]1([CH3:32])[CH3:31])([CH3:11])([CH3:10])[CH3:9].O.[CH3:44][C:45]([CH3:49])([CH3:48])[CH2:46][NH2:47], predict the reaction product. The product is: [C:8]([O:12][C:13](=[O:42])[NH:14][C@@H:15]([CH2:16][N:17]1[CH2:22][C:21](=[O:23])[N:20]([C:24]2[CH:29]=[CH:28][CH:27]=[CH:26][C:25]=2[Cl:30])[CH2:19][C:18]1([CH3:32])[CH3:31])[C@@H:33]([OH:34])[CH2:37][C@H:36]([C:35](=[O:41])[NH:47][CH2:46][C:45]([CH3:49])([CH3:48])[CH3:44])[CH2:38][CH2:39][CH3:40])([CH3:11])([CH3:9])[CH3:10].